From a dataset of Catalyst prediction with 721,799 reactions and 888 catalyst types from USPTO. Predict which catalyst facilitates the given reaction. Reactant: [C:1]1([C@H:7]2[CH2:12][CH2:11][C@H:10]([OH:13])[CH2:9][CH2:8]2)[CH:6]=[CH:5][CH:4]=[CH:3][CH:2]=1.[Al+3].[Cl-].[Cl-].[Cl-].[Br:18]Br. Product: [Br:18][C:4]1[CH:5]=[CH:6][C:1]([C@H:7]2[CH2:8][CH2:9][C@H:10]([OH:13])[CH2:11][CH2:12]2)=[CH:2][CH:3]=1. The catalyst class is: 4.